Dataset: Full USPTO retrosynthesis dataset with 1.9M reactions from patents (1976-2016). Task: Predict the reactants needed to synthesize the given product. (1) Given the product [Cl:12][C:13]1[CH:14]=[CH:15][C:16]([CH:19]([N:22]2[CH2:23][CH2:24][C:25]([F:29])([F:28])[CH2:26][CH2:27]2)[CH2:20][NH:21][C:4](=[O:6])[C:3]2[CH:7]=[CH:8][CH:9]=[C:10]([Cl:11])[C:2]=2[Cl:1])=[CH:17][CH:18]=1, predict the reactants needed to synthesize it. The reactants are: [Cl:1][C:2]1[C:10]([Cl:11])=[CH:9][CH:8]=[CH:7][C:3]=1[C:4]([OH:6])=O.[Cl:12][C:13]1[CH:18]=[CH:17][C:16]([CH:19]([N:22]2[CH2:27][CH2:26][C:25]([F:29])([F:28])[CH2:24][CH2:23]2)[CH2:20][NH2:21])=[CH:15][CH:14]=1. (2) Given the product [OH:15][CH:16]1[CH2:21][CH2:20][CH:19]([CH2:9][C:10]([OH:26])=[O:1])[CH2:18][CH2:17]1, predict the reactants needed to synthesize it. The reactants are: [OH2:1].[H][H].C(N([CH2:9][CH3:10])CC)C.C([O:15][C:16]1[CH:21]=[CH:20][C:19](S(Cl)(=O)=O)=[CH:18][CH:17]=1)C#CC.[OH-:26].[Na+]. (3) Given the product [Cl:35][C:30]1([CH3:1])[CH:29]=[C:28]2[C:33](=[C:24]([C:20]3[CH:19]=[C:18]([CH2:13][CH2:12][CH2:11][C:10]([O:15][CH3:16])=[O:14])[CH:23]=[CH:22][CH:21]=3)[CH:25]([CH2:37][C:38]([NH:40][C:41]3[CH:46]=[CH:45][C:44]([F:47])=[CH:43][C:42]=3[C:48]([F:49])([F:50])[F:51])=[O:39])[C:26](=[O:36])[O:27]2)[CH:32]=[CH:31]1, predict the reactants needed to synthesize it. The reactants are: [CH:1]12BC(CCC1)CCC2.[C:10]([O:15][CH3:16])(=[O:14])[CH2:11][CH:12]=[CH2:13].Br[C:18]1[CH:19]=[C:20]([C:24]2[C:33]3[C:28](=[CH:29][C:30]([Cl:35])=[C:31](C)[CH:32]=3)[O:27][C:26](=[O:36])[C:25]=2[CH2:37][C:38]([NH:40][C:41]2[CH:46]=[CH:45][C:44]([F:47])=[CH:43][C:42]=2[C:48]([F:51])([F:50])[F:49])=[O:39])[CH:21]=[CH:22][CH:23]=1.CC[C@@H]([C@H](NC([C@@H](NC([C@@H](NC([C@@H](NC([C@@H](N)CC(O)=O)=O)CCCNC(N)=N)=O)C(C)C)=O)CC1C=CC(O)=CC=1)=O)C(N[C@H](C(N1[C@H](C(N[C@H](C(O)=O)CC2C=CC=CC=2)=O)CCC1)=O)CC1NC=NC=1)=O)C.C[O-].[Na+].Cl. (4) The reactants are: Br[C:2]1[CH:24]=[CH:23][C:5]2[CH2:6][CH:7]([CH3:22])[N:8]([C:18]([NH:20][CH3:21])=[O:19])[N:9]=[C:10]([C:11]3[CH:16]=[CH:15][C:14]([Cl:17])=[CH:13][CH:12]=3)[C:4]=2[CH:3]=1.[NH:25]1[CH2:30][CH2:29][O:28][CH2:27][CH2:26]1.CC(C)([O-])C.[Na+].C1C=CC(P(C2C=CC3C(=CC=CC=3)C=2C2C3C(=CC=CC=3)C=CC=2P(C2C=CC=CC=2)C2C=CC=CC=2)C2C=CC=CC=2)=CC=1.C(=O)(O)[O-].[Na+]. Given the product [Cl:17][C:14]1[CH:13]=[CH:12][C:11]([C:10]2[C:4]3[CH:3]=[C:2]([N:25]4[CH2:30][CH2:29][O:28][CH2:27][CH2:26]4)[CH:24]=[CH:23][C:5]=3[CH2:6][CH:7]([CH3:22])[N:8]([C:18]([NH:20][CH3:21])=[O:19])[N:9]=2)=[CH:16][CH:15]=1, predict the reactants needed to synthesize it.